From a dataset of Full USPTO retrosynthesis dataset with 1.9M reactions from patents (1976-2016). Predict the reactants needed to synthesize the given product. Given the product [CH2:13]([NH:20][C:21]([NH:1][CH2:2][CH2:3][C:4]1[C:12]2[C:7](=[CH:8][CH:9]=[CH:10][CH:11]=2)[NH:6][CH:5]=1)=[O:22])[C:14]1[CH:19]=[CH:18][CH:17]=[CH:16][CH:15]=1, predict the reactants needed to synthesize it. The reactants are: [NH2:1][CH2:2][CH2:3][C:4]1[C:12]2[C:7](=[CH:8][CH:9]=[CH:10][CH:11]=2)[NH:6][CH:5]=1.[CH2:13]([N:20]=[C:21]=[O:22])[C:14]1[CH:19]=[CH:18][CH:17]=[CH:16][CH:15]=1.